Dataset: Full USPTO retrosynthesis dataset with 1.9M reactions from patents (1976-2016). Task: Predict the reactants needed to synthesize the given product. (1) Given the product [Cl:1][C:2]1[CH:3]=[C:4]([N:9]2[C:13](=[O:14])[C:12](=[O:15])[NH:11][C:10]2=[N:23][C:22]([NH:21][CH:18]([CH3:19])[CH3:20])=[N:24][C:25]([CH2:27][CH3:28])=[O:26])[CH:5]=[CH:6][C:7]=1[Cl:8], predict the reactants needed to synthesize it. The reactants are: [Cl:1][C:2]1[CH:3]=[C:4]([N:9]2[C:13](=[O:14])[C:12](=[O:15])[N:11]=[C:10]2SC)[CH:5]=[CH:6][C:7]=1[Cl:8].[CH:18]([NH:21][C:22]([NH:24][C:25]([CH2:27][CH3:28])=[O:26])=[NH:23])([CH3:20])[CH3:19]. (2) Given the product [CH2:1]([N:8]1[CH2:12][CH:11]([C:13]2[CH:18]=[CH:17][C:16]([Cl:19])=[C:15]([F:20])[CH:14]=2)[CH:10]([NH:21][CH3:22])[CH2:9]1)[C:2]1[CH:3]=[CH:4][CH:5]=[CH:6][CH:7]=1, predict the reactants needed to synthesize it. The reactants are: [CH2:1]([N:8]1[CH2:12][CH:11]([C:13]2[CH:18]=[CH:17][C:16]([Cl:19])=[C:15]([F:20])[CH:14]=2)[CH:10]([NH2:21])[CH2:9]1)[C:2]1[CH:7]=[CH:6][CH:5]=[CH:4][CH:3]=1.[C:22]([O-])([O-])=O.[K+].[K+].ClC(OCC)=O.B. (3) Given the product [Cl:1][C:2]1[N:7]=[C:6]([NH:8][NH:9][C:26](=[O:27])[C@H:25]([CH2:24][CH:19]2[CH2:20][CH2:21][CH2:22][CH2:23]2)[CH2:29][N:30]([O:31][CH:32]2[CH2:37][CH2:36][CH2:35][CH2:34][O:33]2)[CH:38]=[O:39])[C:5]([F:10])=[C:4]([NH:11][CH2:12][CH2:13][C:14]2[CH:18]=[CH:17][S:16][CH:15]=2)[N:3]=1, predict the reactants needed to synthesize it. The reactants are: [Cl:1][C:2]1[NH:3][C:4]([NH:11][CH2:12][CH2:13][C:14]2[CH:18]=[CH:17][S:16][CH:15]=2)=[C:5]([F:10])[C:6](=[N:8][NH2:9])[N:7]=1.[CH:19]1([CH2:24][C@H:25]([CH2:29][N:30]([CH:38]=[O:39])[O:31][CH:32]2[CH2:37][CH2:36][CH2:35][CH2:34][O:33]2)[C:26](O)=[O:27])[CH2:23][CH2:22][CH2:21][CH2:20]1.CN1CCOCC1.C1C=NC2N(O)N=NC=2C=1.C(Cl)CCl.